From a dataset of Full USPTO retrosynthesis dataset with 1.9M reactions from patents (1976-2016). Predict the reactants needed to synthesize the given product. (1) The reactants are: [H-].[Na+].Cl[C:4]1[CH:9]=[CH:8][N:7]=[C:6]2[O:10][C:11]3([CH:17]4[CH2:18][CH2:19][N:14]([CH2:15][CH2:16]4)[CH2:13]3)[CH2:12][C:5]=12.[C:20]1([SH:26])[CH:25]=[CH:24][CH:23]=[CH:22][CH:21]=1.CO. Given the product [C:20]1([S:26][C:4]2[CH:9]=[CH:8][N:7]=[C:6]3[O:10][C:11]4([CH:17]5[CH2:18][CH2:19][N:14]([CH2:15][CH2:16]5)[CH2:13]4)[CH2:12][C:5]=23)[CH:25]=[CH:24][CH:23]=[CH:22][CH:21]=1, predict the reactants needed to synthesize it. (2) The reactants are: [Br-].[CH:2]1[C:10]2[C:9]3[CH:11]=[CH:12][CH:13]=[CH:14][C:8]=3[SH+:7][C:6]=2[CH:5]=[CH:4][CH:3]=1.[F:15][C:16]1[C:21]([F:22])=[CH:20][C:19]([F:23])=[C:18]([F:24])[C:17]=1[OH:25]. Given the product [F:15][C:16]1[C:21]([F:22])=[CH:20][C:19]([F:23])=[C:18]([F:24])[C:17]=1[O-:25].[C:16]1([S+:7]2[C:8]3[CH:14]=[CH:13][CH:12]=[CH:11][C:9]=3[C:10]3[CH:2]=[CH:3][CH:4]=[CH:5][C:6]2=3)[CH:21]=[CH:20][CH:19]=[CH:18][CH:17]=1, predict the reactants needed to synthesize it. (3) Given the product [NH2:14][C:10]1[CH:11]=[CH:12][C:13]2[N:5]([S:2]([CH3:1])(=[O:4])=[O:3])[CH:6]3[CH2:20][CH2:19][N:18]([C:21]([O:23][C:24]([CH3:27])([CH3:26])[CH3:25])=[O:22])[CH2:17][CH:7]3[C:8]=2[CH:9]=1, predict the reactants needed to synthesize it. The reactants are: [CH3:1][S:2]([N:5]1[C:13]2[CH:12]=[CH:11][C:10]([N+:14]([O-])=O)=[CH:9][C:8]=2[CH:7]2[CH2:17][N:18]([C:21]([O:23][C:24]([CH3:27])([CH3:26])[CH3:25])=[O:22])[CH2:19][CH2:20][CH:6]12)(=[O:4])=[O:3]. (4) Given the product [C:26]([N:23]1[CH2:22][C:21]([N:20]2[C:7]3[C:8](=[CH:9][C:10]4[O:11][CH2:12][C:13]5[N:4]([C:5]=4[CH:6]=3)[C@H:3]([CH3:2])[C:16](=[O:17])[NH:15][N:14]=5)[CH:18]=[CH:19]2)([CH3:25])[CH2:24]1)(=[O:28])[CH3:27], predict the reactants needed to synthesize it. The reactants are: Cl.[CH3:2][C@@H:3]1[C:16](=[O:17])[NH:15][N:14]=[C:13]2[N:4]1[C:5]1[CH:6]=[C:7]3[N:20]([C:21]4([CH3:25])[CH2:24][NH:23][CH2:22]4)[CH:19]=[CH:18][C:8]3=[CH:9][C:10]=1[O:11][CH2:12]2.[C:26](Cl)(=[O:28])[CH3:27]. (5) The reactants are: Br[C:2]1[CH:7]=[CH:6][C:5]([Br:8])=[CH:4][CH:3]=1.CC(C)([O-])C.[Na+].[C:15]1([CH3:28])[CH:20]=[CH:19][CH:18]=[CH:17][C:16]=1[C:21]1[CH:22]=[C:23]([NH2:27])[CH:24]=[CH:25][CH:26]=1.O. Given the product [Br:8][C:5]1[CH:6]=[CH:7][C:2]([NH:27][C:23]2[CH:24]=[CH:25][CH:26]=[C:21]([C:16]3[CH:17]=[CH:18][CH:19]=[CH:20][C:15]=3[CH3:28])[CH:22]=2)=[CH:3][CH:4]=1, predict the reactants needed to synthesize it. (6) Given the product [C:1]([O:5][C:6]([N:8]1[CH2:20][C@@H:19]([CH3:21])[N:18]2[C@H:10]([CH2:11][C:12]3[C:17]2=[N:16][C:15]([CH:22]=[O:23])=[CH:14][CH:13]=3)[CH2:9]1)=[O:7])([CH3:3])([CH3:2])[CH3:4], predict the reactants needed to synthesize it. The reactants are: [C:1]([O:5][C:6]([N:8]1[CH2:20][C@@H:19]([CH3:21])[N:18]2[C@H:10]([CH2:11][C:12]3[C:17]2=[N:16][C:15]([CH2:22][OH:23])=[CH:14][CH:13]=3)[CH2:9]1)=[O:7])([CH3:4])([CH3:3])[CH3:2].C([Li])(C)(C)C.CN(C)C=O.C(O)(=O)CC(CC(O)=O)(C(O)=O)O. (7) Given the product [NH2:39][C:34]1[CH:35]=[CH:36][CH:37]=[CH:38][C:33]=1[NH:40][C:28](=[O:30])[C:27]1[CH:31]=[CH:32][C:24]([CH2:23][NH:22][C:18]2[N:17]=[C:16]([C:13]3[CH:14]=[CH:15][C:10]([O:9][CH2:8][CH2:7][N:1]4[CH2:2][CH2:3][O:4][CH2:5][CH2:6]4)=[CH:11][CH:12]=3)[CH:21]=[CH:20][N:19]=2)=[CH:25][CH:26]=1, predict the reactants needed to synthesize it. The reactants are: [N:1]1([CH2:7][CH2:8][O:9][C:10]2[CH:15]=[CH:14][C:13]([C:16]3[CH:21]=[CH:20][N:19]=[C:18]([NH:22][CH2:23][C:24]4[CH:32]=[CH:31][C:27]([C:28]([OH:30])=O)=[CH:26][CH:25]=4)[N:17]=3)=[CH:12][CH:11]=2)[CH2:6][CH2:5][O:4][CH2:3][CH2:2]1.[C:33]1([NH2:40])[CH:38]=[CH:37][CH:36]=[CH:35][C:34]=1[NH2:39].CCN(CC)CC.C1C=CC2N(O)N=NC=2C=1.O.CCN=C=NCCCN(C)C.Cl.Cl.